Dataset: Full USPTO retrosynthesis dataset with 1.9M reactions from patents (1976-2016). Task: Predict the reactants needed to synthesize the given product. Given the product [C:24]([C:22]1[CH:21]=[CH:20][C:19]([O:27][CH2:28][CH3:29])=[C:18]([NH:17][C:14]2[S:15][CH:16]=[C:12]([C:8]3[S:7][C:6]([C:4]([OH:5])=[O:3])=[N:10][C:9]=3[CH3:11])[N:13]=2)[CH:23]=1)(=[O:26])[NH2:25], predict the reactants needed to synthesize it. The reactants are: C([O:3][C:4]([C:6]1[S:7][C:8]([C:12]2[N:13]=[C:14]([NH:17][C:18]3[CH:23]=[C:22]([C:24](=[O:26])[NH2:25])[CH:21]=[CH:20][C:19]=3[O:27][CH:28](C)[CH3:29])[S:15][CH:16]=2)=[C:9]([CH3:11])[N:10]=1)=[O:5])C.Br.